Task: Predict the reactants needed to synthesize the given product.. Dataset: Full USPTO retrosynthesis dataset with 1.9M reactions from patents (1976-2016) (1) The reactants are: [C:1]([C:3]1[N:7]([CH3:8])[C:6]([C:9]([NH2:11])=[O:10])=[N:5][CH:4]=1)#[CH:2].I[C:13]1[CH:14]=[C:15]([NH:20][C:21](=[O:40])[C:22]2[CH:27]=[CH:26][C:25]([CH2:28][N:29]3[CH2:34][CH2:33][N:32]([CH3:35])[CH2:31][CH2:30]3)=[C:24]([C:36]([F:39])([F:38])[F:37])[CH:23]=2)[CH:16]=[CH:17][C:18]=1[CH3:19]. Given the product [CH3:8][N:7]1[C:3]([C:1]#[C:2][C:17]2[CH:16]=[C:15]([NH:20][C:21]([C:22]3[CH:27]=[CH:26][C:25]([CH2:28][N:29]4[CH2:30][CH2:31][N:32]([CH3:35])[CH2:33][CH2:34]4)=[C:24]([C:36]([F:39])([F:37])[F:38])[CH:23]=3)=[O:40])[CH:14]=[CH:13][C:18]=2[CH3:19])=[CH:4][N:5]=[C:6]1[C:9]([NH2:11])=[O:10], predict the reactants needed to synthesize it. (2) Given the product [F:26][C:27]1[CH:32]=[C:31]([N:1]2[CH2:2][CH2:3][CH:4]([C:7]3[CH:8]=[CH:9][C:10]([C@@H:24]([NH:21][C:22](=[O:37])[CH3:23])[CH3:25])=[CH:11][CH:12]=3)[CH2:5][CH2:6]2)[CH:30]=[CH:29][N:28]=1, predict the reactants needed to synthesize it. The reactants are: [NH:1]1[CH2:6][CH2:5][CH:4]([C:7]2[CH:12]=[CH:11][CH:10]=[CH:9][C:8]=2[C@@H](NC(=O)C)C)[CH2:3][CH2:2]1.C([N:21]([CH2:24][CH3:25])[CH2:22][CH3:23])C.[F:26][C:27]1[CH:32]=[C:31](F)[CH:30]=[CH:29][N:28]=1.C1C[O:37]CC1.